From a dataset of Forward reaction prediction with 1.9M reactions from USPTO patents (1976-2016). Predict the product of the given reaction. (1) Given the reactants [F:1][C:2]1[CH:3]=[C:4]([N+:13]([O-:15])=[O:14])[CH:5]=[C:6]2[C:11]=1[NH:10][C:9](=[O:12])[CH2:8][CH2:7]2.I[CH3:17], predict the reaction product. The product is: [F:1][C:2]1[CH:3]=[C:4]([N+:13]([O-:15])=[O:14])[CH:5]=[C:6]2[C:11]=1[N:10]([CH3:17])[C:9](=[O:12])[CH2:8][CH2:7]2. (2) Given the reactants O[CH2:2][CH2:3][CH2:4][CH2:5][O:6][C:7]1[C:17]([O:18][CH2:19][CH2:20][CH2:21][CH2:22]O)=[C:16]([O:24][CH2:25][CH2:26][CH2:27][CH2:28][OH:29])[CH:15]=[CH:14][C:8]=1[CH:9]=[CH:10][C:11]([OH:13])=[O:12].[C:30](Cl)(=[O:33])[CH:31]=[CH2:32].CN(C)[C:37]1C=CC=C[CH:38]=1.O1CC[CH2:46][CH2:45]1, predict the reaction product. The product is: [CH2:5]([O:6][C:7]1[C:17]([O:18][CH2:19][CH2:20][CH2:21][CH2:22][CH2:45][CH3:46])=[C:16]([O:24][CH2:25][CH2:26][CH2:27][CH2:28][O:29][C:30](=[O:33])[CH:31]=[CH2:32])[CH:15]=[CH:14][C:8]=1[CH:9]=[CH:10][C:11]([OH:13])=[O:12])[CH2:4][CH2:3][CH2:2][CH2:37][CH3:38]. (3) Given the reactants [O:1]1[C:5]2[CH:6]=[CH:7][CH:8]=[CH:9][C:4]=2[N:3]=[C:2]1[C:10]1[CH:11]=[CH:12][C:13]([NH:17][CH:18]2[CH2:23][CH2:22][O:21][CH2:20][CH2:19]2)=[C:14]([CH:16]=1)[NH2:15].OOS([O-])=O.[K+].C(=O)([O-])[O-].[K+].[K+], predict the reaction product. The product is: [O:1]1[C:5]2[CH:6]=[CH:7][CH:8]=[CH:9][C:4]=2[N:3]=[C:2]1[C:10]1[CH:11]=[CH:12][C:13]2[N:17]([CH:18]3[CH2:23][CH2:22][O:21][CH2:20][CH2:19]3)[C:2]([C:10]3[CH:11]=[CH:12][CH:13]=[CH:14][CH:16]=3)=[N:15][C:14]=2[CH:16]=1. (4) Given the reactants [Si]([O:8][C@H:9]([CH3:26])[C@:10]([C:18]1[CH:23]=[CH:22][C:21]([F:24])=[CH:20][C:19]=1[F:25])([OH:17])[CH2:11][N:12]1[CH:16]=[N:15][CH:14]=[N:13]1)(C(C)(C)C)(C)C.[F-].C([N+](CCCC)(CCCC)CCCC)CCC.O.C(OCC)(=O)C, predict the reaction product. The product is: [F:25][C:19]1[CH:20]=[C:21]([F:24])[CH:22]=[CH:23][C:18]=1[C@:10]([OH:17])([C@H:9]([OH:8])[CH3:26])[CH2:11][N:12]1[CH:16]=[N:15][CH:14]=[N:13]1.